From a dataset of Forward reaction prediction with 1.9M reactions from USPTO patents (1976-2016). Predict the product of the given reaction. The product is: [CH2:7]1[CH:6]2[CH2:2][N:3]([C:10]([O:12][C:13]([CH3:16])([CH3:15])[CH3:14])=[O:11])[CH2:4][CH:5]2[CH2:9][N:8]1[C:10]([O:12][CH2:13][C:23]1[CH:22]=[CH:2][CH:6]=[CH:5][CH:4]=1)=[O:11]. Given the reactants Cl.[CH2:2]1[CH:6]2[CH2:7][NH:8][CH2:9][CH:5]2[CH2:4][N:3]1[C:10]([O:12][C:13]([CH3:16])([CH3:15])[CH3:14])=[O:11].C(N([CH2:22][CH3:23])CC)C, predict the reaction product.